From a dataset of Catalyst prediction with 721,799 reactions and 888 catalyst types from USPTO. Predict which catalyst facilitates the given reaction. (1) Reactant: [OH:1][C:2]1[CH:3]=[N:4][CH:5]=[CH:6][CH:7]=1.Br[CH2:9][C:10]1[CH:28]=[CH:27][C:13]([CH2:14][N:15]2[CH2:19][C@@H:18]([C:20]3[CH:25]=[CH:24][CH:23]=[CH:22][CH:21]=3)[O:17][C:16]2=[O:26])=[CH:12][CH:11]=1.[H-].[Na+]. Product: [C:20]1([C@H:18]2[O:17][C:16](=[O:26])[N:15]([CH2:14][C:13]3[CH:12]=[CH:11][C:10]([CH2:9][O:1][C:2]4[CH:3]=[N:4][CH:5]=[CH:6][CH:7]=4)=[CH:28][CH:27]=3)[CH2:19]2)[CH:25]=[CH:24][CH:23]=[CH:22][CH:21]=1. The catalyst class is: 174. (2) Reactant: [OH:1][C:2]1[CH:10]=[CH:9][C:8]([OH:11])=[CH:7][C:3]=1[C:4]([OH:6])=[O:5].C(=O)([O-])[O-].[K+].[K+].[CH2:18](Br)[CH:19]([CH3:21])[CH3:20].Cl. Product: [CH2:18]([O:1][C:2]1[CH:10]=[CH:9][C:8]([O:11][CH2:2][CH:3]([CH3:7])[CH3:4])=[CH:7][C:3]=1[C:4]([O:6][CH2:18][CH:19]([CH3:21])[CH3:20])=[O:5])[CH:19]([CH3:21])[CH3:20]. The catalyst class is: 255. (3) Reactant: [I:1][C:2]1[CH:7]=[C:6]([C:8](OCC)=[O:9])[N:5]=[C:4]([C:13](OCC)=[O:14])[CH:3]=1.[BH4-].[Na+]. Product: [OH:9][CH2:8][C:6]1[CH:7]=[C:2]([I:1])[CH:3]=[C:4]([CH2:13][OH:14])[N:5]=1. The catalyst class is: 8. (4) Reactant: C1(P(C2C=CC=CC=2)C2C=CC=CC=2)C=CC=CC=1.[Br:20]Br.N1C=CN=C1.[CH:27]1([CH:33]([CH2:48][CH2:49]O)[C:34]([NH:36][CH2:37][C:38]2[C:43]([Cl:44])=[CH:42][C:41]([O:45][CH3:46])=[CH:40][C:39]=2[Cl:47])=[O:35])[CH2:32][CH2:31][CH2:30][CH2:29][CH2:28]1. Product: [Br:20][CH2:49][CH2:48][CH:33]([CH:27]1[CH2:32][CH2:31][CH2:30][CH2:29][CH2:28]1)[C:34]([NH:36][CH2:37][C:38]1[C:43]([Cl:44])=[CH:42][C:41]([O:45][CH3:46])=[CH:40][C:39]=1[Cl:47])=[O:35]. The catalyst class is: 2.